Dataset: Forward reaction prediction with 1.9M reactions from USPTO patents (1976-2016). Task: Predict the product of the given reaction. Given the reactants [CH2:1]([O:8][C:9]1[CH:14]=[CH:13][CH:12]=[CH:11][C:10]=1[C:15]1[N:16]([CH2:27][CH2:28][C:29]2[CH:34]=[CH:33][CH:32]=[CH:31][CH:30]=2)[C:17](=[O:26])[C:18]2[C:24](Cl)=[N:23][CH:22]=[CH:21][C:19]=2[N:20]=1)[C:2]1[CH:7]=[CH:6][CH:5]=[CH:4][CH:3]=1.[H-].[Na+].C1C[O:40][CH2:39]C1, predict the reaction product. The product is: [CH2:1]([O:8][C:9]1[CH:14]=[CH:13][CH:12]=[CH:11][C:10]=1[C:15]1[N:16]([CH2:27][CH2:28][C:29]2[CH:34]=[CH:33][CH:32]=[CH:31][CH:30]=2)[C:17](=[O:26])[C:18]2[C:24]([O:40][CH3:39])=[N:23][CH:22]=[CH:21][C:19]=2[N:20]=1)[C:2]1[CH:7]=[CH:6][CH:5]=[CH:4][CH:3]=1.